From a dataset of Catalyst prediction with 721,799 reactions and 888 catalyst types from USPTO. Predict which catalyst facilitates the given reaction. (1) Reactant: C([O:8][C:9]1[C:13]([O:14]CC2C=CC=CC=2)=[C:12]([C:22]#[N:23])[N:11]([C:24]2[CH:29]=[CH:28][C:27]([O:30][CH3:31])=[CH:26][CH:25]=2)[C:10]=1[C:32]([N:34]([CH3:36])[CH3:35])=[O:33])C1C=CC=CC=1. The catalyst class is: 19. Product: [C:22]([C:12]1[N:11]([C:24]2[CH:29]=[CH:28][C:27]([O:30][CH3:31])=[CH:26][CH:25]=2)[C:10]([C:32]([N:34]([CH3:35])[CH3:36])=[O:33])=[C:9]([OH:8])[C:13]=1[OH:14])#[N:23]. (2) Reactant: [NH2:1][C:2]1[CH:7]=[CH:6][CH:5]=[CH:4][C:3]=1[CH2:8][N:9]1[C@H:14]([CH:15]([CH2:18][CH3:19])[CH2:16][CH3:17])[C:13](=[O:20])[NH:12][C@H:11]([CH:21]2[CH2:29][C:28]3[C:23](=[CH:24][CH:25]=[CH:26][CH:27]=3)[CH2:22]2)[C:10]1=[O:30].C(N(CC)CC)C.[S:38](Cl)([CH3:41])(=[O:40])=[O:39]. Product: [CH2:22]1[C:23]2[C:28](=[CH:27][CH:26]=[CH:25][CH:24]=2)[CH2:29][CH:21]1[C@H:11]1[NH:12][C:13](=[O:20])[C@@H:14]([CH:15]([CH2:16][CH3:17])[CH2:18][CH3:19])[N:9]([CH2:8][C:3]2[CH:4]=[CH:5][CH:6]=[CH:7][C:2]=2[NH:1][S:38]([CH3:41])(=[O:40])=[O:39])[C:10]1=[O:30]. The catalyst class is: 112. (3) Reactant: [C:1]([O:5][C:6](=[O:13])[NH:7][C@@H:8]([CH3:12])[C:9]([NH2:11])=O)([CH3:4])([CH3:3])[CH3:2].N1C(Cl)=NC(Cl)=NC=1Cl.O. Product: [C:1]([O:5][C:6](=[O:13])[NH:7][C@H:8]([C:9]#[N:11])[CH3:12])([CH3:2])([CH3:3])[CH3:4]. The catalyst class is: 9. (4) Reactant: [F:1][C:2]([F:19])([F:18])[O:3][C:4]1[CH:9]=[CH:8][C:7]([C:10]2[S:14][C:13]([S:15]([O-:17])=[O:16])=[CH:12][CH:11]=2)=[CH:6][CH:5]=1.[Li+].[Cl:21]N1C(=O)CCC1=O. Product: [F:19][C:2]([F:1])([F:18])[O:3][C:4]1[CH:5]=[CH:6][C:7]([C:10]2[S:14][C:13]([S:15]([Cl:21])(=[O:17])=[O:16])=[CH:12][CH:11]=2)=[CH:8][CH:9]=1. The catalyst class is: 2. (5) Reactant: [N:1]1[C:10]2[C:5](=[CH:6][C:7]([CH2:11][N:12]3[C:16]4=[N:17][C:18]([C:21](=O)[CH3:22])=[CH:19][CH:20]=[C:15]4[N:14]=[N:13]3)=[CH:8][CH:9]=2)[CH:4]=[CH:3][CH:2]=1.C([O-])(=O)C.[Na+].Cl.[O:30]([NH2:32])[CH3:31]. Product: [CH3:31][O:30][N:32]=[C:21]([C:18]1[N:17]=[C:16]2[N:12]([CH2:11][C:7]3[CH:6]=[C:5]4[C:10](=[CH:9][CH:8]=3)[N:1]=[CH:2][CH:3]=[CH:4]4)[N:13]=[N:14][C:15]2=[CH:20][CH:19]=1)[CH3:22]. The catalyst class is: 8. (6) Reactant: [CH:1]1([C:5]2[CH:14]=[CH:13][C:8]([C:9]([O:11][CH3:12])=[O:10])=[C:7]([CH2:15][CH3:16])[CH:6]=2)[CH2:4][CH2:3][CH2:2]1.[I:17]I.S(=O)(=O)(O)O. Product: [CH:1]1([C:5]2[C:14]([I:17])=[CH:13][C:8]([C:9]([O:11][CH3:12])=[O:10])=[C:7]([CH2:15][CH3:16])[CH:6]=2)[CH2:2][CH2:3][CH2:4]1. The catalyst class is: 15.